This data is from Forward reaction prediction with 1.9M reactions from USPTO patents (1976-2016). The task is: Predict the product of the given reaction. (1) Given the reactants CC1(C)COB([C:8]2[CH:9]=[C:10]([NH2:23])[C:11]([N:14]([CH2:19][CH:20]([CH3:22])[CH3:21])[CH2:15][CH:16]([CH3:18])[CH3:17])=[CH:12][CH:13]=2)OC1.Br[C:26]1[CH:33]=[CH:32][CH:31]=[CH:30][C:27]=1[C:28]#[N:29].P([O-])([O-])([O-])=O.[K+].[K+].[K+], predict the reaction product. The product is: [NH2:23][C:10]1[CH:9]=[C:8]([C:26]2[C:27]([C:28]#[N:29])=[CH:30][CH:31]=[CH:32][CH:33]=2)[CH:13]=[CH:12][C:11]=1[N:14]([CH2:15][CH:16]([CH3:17])[CH3:18])[CH2:19][CH:20]([CH3:21])[CH3:22]. (2) Given the reactants [NH2:1][C:2]1[N:7]=[C:6]([C:8]2[CH:16]=[CH:15][C:11]3[O:12][CH2:13][O:14][C:10]=3[CH:9]=2)[C:5]([C:17]#[N:18])=[C:4](S(C)(=O)=O)[N:3]=1.[CH2:23]([NH2:26])[CH2:24][CH3:25], predict the reaction product. The product is: [NH2:1][C:2]1[N:7]=[C:6]([C:8]2[CH:16]=[CH:15][C:11]3[O:12][CH2:13][O:14][C:10]=3[CH:9]=2)[C:5]([C:17]#[N:18])=[C:4]([NH:26][CH2:23][CH2:24][CH3:25])[N:3]=1. (3) Given the reactants [NH2:1][C:2]1([C:17]([O:19][CH3:20])=[O:18])[CH2:6][CH2:5][CH:4]([C:7]2[CH:8]=[C:9]3[C:14](=[CH:15][CH:16]=2)[CH:13]=[N:12][CH:11]=[CH:10]3)[CH2:3]1.CCN(C(C)C)C(C)C.[CH3:30][C:31]([O:34][C:35](O[C:35]([O:34][C:31]([CH3:33])([CH3:32])[CH3:30])=[O:36])=[O:36])([CH3:33])[CH3:32], predict the reaction product. The product is: [C:31]([O:34][C:35]([NH:1][C:2]1([C:17]([O:19][CH3:20])=[O:18])[CH2:6][CH2:5][CH:4]([C:7]2[CH:8]=[C:9]3[C:14](=[CH:15][CH:16]=2)[CH:13]=[N:12][CH:11]=[CH:10]3)[CH2:3]1)=[O:36])([CH3:33])([CH3:32])[CH3:30]. (4) Given the reactants [Si:1]([O:18][CH2:19][C:20]1[CH:25]=[CH:24][C:23]([CH2:26]O)=[CH:22][C:21]=1[CH3:28])([C:14]([CH3:17])([CH3:16])[CH3:15])([C:8]1[CH:13]=[CH:12][CH:11]=[CH:10][CH:9]=1)[C:2]1[CH:7]=[CH:6][CH:5]=[CH:4][CH:3]=1.P(Br)(Br)[Br:30], predict the reaction product. The product is: [Br:30][CH2:26][C:23]1[CH:24]=[CH:25][C:20]([CH2:19][O:18][Si:1]([C:14]([CH3:17])([CH3:16])[CH3:15])([C:8]2[CH:13]=[CH:12][CH:11]=[CH:10][CH:9]=2)[C:2]2[CH:7]=[CH:6][CH:5]=[CH:4][CH:3]=2)=[C:21]([CH3:28])[CH:22]=1. (5) Given the reactants Br[C:2]1[N:6]([S:7]([C:10]2[CH:11]=[N:12][CH:13]=[CH:14][CH:15]=2)(=[O:9])=[O:8])[CH:5]=[C:4]([CH2:16][N:17]([CH3:25])[C:18](=[O:24])[O:19][C:20]([CH3:23])([CH3:22])[CH3:21])[CH:3]=1.[F:26][C:27]1[CH:32]=[CH:31][C:30](B(O)O)=[C:29]([CH3:36])[CH:28]=1.C(=O)([O-])[O-].[Na+].[Na+], predict the reaction product. The product is: [F:26][C:27]1[CH:32]=[CH:31][C:30]([C:2]2[N:6]([S:7]([C:10]3[CH:11]=[N:12][CH:13]=[CH:14][CH:15]=3)(=[O:9])=[O:8])[CH:5]=[C:4]([CH2:16][N:17]([CH3:25])[C:18](=[O:24])[O:19][C:20]([CH3:23])([CH3:22])[CH3:21])[CH:3]=2)=[C:29]([CH3:36])[CH:28]=1. (6) Given the reactants [NH2:1][C:2]1[CH:3]=[CH:4][C:5]([O:12][CH2:13][C:14]2[CH:19]=[CH:18][C:17]([CH2:20][CH3:21])=[CH:16][CH:15]=2)=[C:6]([C:8](=[O:11])[CH2:9][CH3:10])[CH:7]=1.[CH3:22][O:23][C:24]1[CH:25]=[C:26]([N:32]=[C:33]=[O:34])[CH:27]=[CH:28][C:29]=1[O:30][CH3:31], predict the reaction product. The product is: [CH3:22][O:23][C:24]1[CH:25]=[C:26]([NH:32][C:33]([NH:1][C:2]2[CH:3]=[CH:4][C:5]([O:12][CH2:13][C:14]3[CH:15]=[CH:16][C:17]([CH2:20][CH3:21])=[CH:18][CH:19]=3)=[C:6]([C:8](=[O:11])[CH2:9][CH3:10])[CH:7]=2)=[O:34])[CH:27]=[CH:28][C:29]=1[O:30][CH3:31]. (7) Given the reactants [F:1][CH:2]([F:26])[O:3][C:4]1[C:5]([O:22]COC)=[C:6]([C:12]2[CH:13]=[C:14]3[C:18](=[CH:19][CH:20]=2)[C:17](=[O:21])[O:16][CH2:15]3)[CH:7]=[CH:8][C:9]=1[O:10][CH3:11].Cl, predict the reaction product. The product is: [F:26][CH:2]([F:1])[O:3][C:4]1[C:5]([OH:22])=[C:6]([C:12]2[CH:13]=[C:14]3[C:18](=[CH:19][CH:20]=2)[C:17](=[O:21])[O:16][CH2:15]3)[CH:7]=[CH:8][C:9]=1[O:10][CH3:11]. (8) Given the reactants C[O:2][C:3]([C:5]1[N:6]=[CH:7][C:8]([N:11]2[CH2:16][CH2:15][N:14]([C:17]3[N:18]=[N:19][C:20]([C:25]4[CH:30]=[CH:29][C:28]([F:31])=[CH:27][CH:26]=4)=[C:21]([CH3:24])[C:22]=3[CH3:23])[CH2:13][C@H:12]2[CH3:32])=[N:9][CH:10]=1)=[O:4].[OH-].[Na+], predict the reaction product. The product is: [F:31][C:28]1[CH:29]=[CH:30][C:25]([C:20]2[N:19]=[N:18][C:17]([N:14]3[CH2:15][CH2:16][N:11]([C:8]4[CH:7]=[N:6][C:5]([C:3]([OH:4])=[O:2])=[CH:10][N:9]=4)[C@H:12]([CH3:32])[CH2:13]3)=[C:22]([CH3:23])[C:21]=2[CH3:24])=[CH:26][CH:27]=1.